Predict the reaction yield, written as a fraction of the theoretical maximum amount of product (1.0 means a 100% yield; for example, 0.34 means a 34% yield). From a dataset of Reaction yield outcomes from USPTO patents with 853,638 reactions. The reactants are C[O-].[Na+].[C:4]([O:8][CH3:9])(=[O:7])[CH2:5][SH:6].Cl[C:11]([C:15]1[CH:20]=[CH:19][N:18]=[CH:17][CH:16]=1)=[CH:12][C:13]#[N:14]. The catalyst is CO. The product is [NH2:14][C:13]1[CH:12]=[C:11]([C:15]2[CH:20]=[CH:19][N:18]=[CH:17][CH:16]=2)[S:6][C:5]=1[C:4]([O:8][CH3:9])=[O:7]. The yield is 0.960.